Dataset: NCI-60 drug combinations with 297,098 pairs across 59 cell lines. Task: Regression. Given two drug SMILES strings and cell line genomic features, predict the synergy score measuring deviation from expected non-interaction effect. (1) Drug 1: CC12CCC(CC1=CCC3C2CCC4(C3CC=C4C5=CN=CC=C5)C)O. Drug 2: CS(=O)(=O)C1=CC(=C(C=C1)C(=O)NC2=CC(=C(C=C2)Cl)C3=CC=CC=N3)Cl. Cell line: OVCAR3. Synergy scores: CSS=5.57, Synergy_ZIP=-2.40, Synergy_Bliss=-1.82, Synergy_Loewe=-5.95, Synergy_HSA=-3.20. (2) Drug 1: COC1=NC(=NC2=C1N=CN2C3C(C(C(O3)CO)O)O)N. Drug 2: C1CNP(=O)(OC1)N(CCCl)CCCl. Cell line: NCI/ADR-RES. Synergy scores: CSS=19.9, Synergy_ZIP=4.63, Synergy_Bliss=1.64, Synergy_Loewe=-25.4, Synergy_HSA=-0.818. (3) Drug 1: CC(C1=C(C=CC(=C1Cl)F)Cl)OC2=C(N=CC(=C2)C3=CN(N=C3)C4CCNCC4)N. Drug 2: CCC1(CC2CC(C3=C(CCN(C2)C1)C4=CC=CC=C4N3)(C5=C(C=C6C(=C5)C78CCN9C7C(C=CC9)(C(C(C8N6C)(C(=O)OC)O)OC(=O)C)CC)OC)C(=O)OC)O.OS(=O)(=O)O. Cell line: NCI-H322M. Synergy scores: CSS=34.8, Synergy_ZIP=2.78, Synergy_Bliss=7.84, Synergy_Loewe=-12.0, Synergy_HSA=6.11. (4) Drug 1: CS(=O)(=O)C1=CC(=C(C=C1)C(=O)NC2=CC(=C(C=C2)Cl)C3=CC=CC=N3)Cl. Drug 2: CS(=O)(=O)OCCCCOS(=O)(=O)C. Cell line: SK-MEL-5. Synergy scores: CSS=-4.49, Synergy_ZIP=0.817, Synergy_Bliss=-3.16, Synergy_Loewe=-9.08, Synergy_HSA=-8.00. (5) Drug 1: CN(C)C1=NC(=NC(=N1)N(C)C)N(C)C. Drug 2: CC12CCC3C(C1CCC2O)C(CC4=C3C=CC(=C4)O)CCCCCCCCCS(=O)CCCC(C(F)(F)F)(F)F. Cell line: OVCAR-8. Synergy scores: CSS=-4.82, Synergy_ZIP=1.92, Synergy_Bliss=-1.37, Synergy_Loewe=-9.19, Synergy_HSA=-6.73. (6) Drug 1: CC1=C(C=C(C=C1)NC(=O)C2=CC=C(C=C2)CN3CCN(CC3)C)NC4=NC=CC(=N4)C5=CN=CC=C5. Drug 2: CC=C1C(=O)NC(C(=O)OC2CC(=O)NC(C(=O)NC(CSSCCC=C2)C(=O)N1)C(C)C)C(C)C. Cell line: TK-10. Synergy scores: CSS=25.1, Synergy_ZIP=8.37, Synergy_Bliss=8.13, Synergy_Loewe=-88.8, Synergy_HSA=-0.604.